From a dataset of NCI-60 drug combinations with 297,098 pairs across 59 cell lines. Regression. Given two drug SMILES strings and cell line genomic features, predict the synergy score measuring deviation from expected non-interaction effect. (1) Drug 1: CC12CCC3C(C1CCC2=O)CC(=C)C4=CC(=O)C=CC34C. Drug 2: CCCCC(=O)OCC(=O)C1(CC(C2=C(C1)C(=C3C(=C2O)C(=O)C4=C(C3=O)C=CC=C4OC)O)OC5CC(C(C(O5)C)O)NC(=O)C(F)(F)F)O. Cell line: NCI-H226. Synergy scores: CSS=14.9, Synergy_ZIP=-5.23, Synergy_Bliss=0.807, Synergy_Loewe=2.25, Synergy_HSA=1.49. (2) Drug 1: C1CC(=O)NC(=O)C1N2CC3=C(C2=O)C=CC=C3N. Drug 2: CC1=CC=C(C=C1)C2=CC(=NN2C3=CC=C(C=C3)S(=O)(=O)N)C(F)(F)F. Cell line: T-47D. Synergy scores: CSS=5.93, Synergy_ZIP=-2.75, Synergy_Bliss=-3.88, Synergy_Loewe=-2.53, Synergy_HSA=-2.26. (3) Drug 1: CC1=C(C=C(C=C1)NC2=NC=CC(=N2)N(C)C3=CC4=NN(C(=C4C=C3)C)C)S(=O)(=O)N.Cl. Drug 2: CCC1(CC2CC(C3=C(CCN(C2)C1)C4=CC=CC=C4N3)(C5=C(C=C6C(=C5)C78CCN9C7C(C=CC9)(C(C(C8N6C)(C(=O)OC)O)OC(=O)C)CC)OC)C(=O)OC)O.OS(=O)(=O)O. Cell line: HCC-2998. Synergy scores: CSS=34.2, Synergy_ZIP=9.06, Synergy_Bliss=4.86, Synergy_Loewe=-45.2, Synergy_HSA=-4.57. (4) Drug 1: CC1C(C(=O)NC(C(=O)N2CCCC2C(=O)N(CC(=O)N(C(C(=O)O1)C(C)C)C)C)C(C)C)NC(=O)C3=C4C(=C(C=C3)C)OC5=C(C(=O)C(=C(C5=N4)C(=O)NC6C(OC(=O)C(N(C(=O)CN(C(=O)C7CCCN7C(=O)C(NC6=O)C(C)C)C)C)C(C)C)C)N)C. Drug 2: CC(C)NC(=O)C1=CC=C(C=C1)CNNC.Cl. Cell line: UO-31. Synergy scores: CSS=4.34, Synergy_ZIP=-0.865, Synergy_Bliss=2.45, Synergy_Loewe=2.16, Synergy_HSA=2.33. (5) Drug 1: C1=CC=C(C(=C1)C(C2=CC=C(C=C2)Cl)C(Cl)Cl)Cl. Drug 2: CC1=C(C(=O)C2=C(C1=O)N3CC4C(C3(C2COC(=O)N)OC)N4)N. Cell line: CCRF-CEM. Synergy scores: CSS=44.7, Synergy_ZIP=-2.29, Synergy_Bliss=2.10, Synergy_Loewe=-20.6, Synergy_HSA=5.62. (6) Drug 1: COC1=CC(=CC(=C1O)OC)C2C3C(COC3=O)C(C4=CC5=C(C=C24)OCO5)OC6C(C(C7C(O6)COC(O7)C8=CC=CS8)O)O. Drug 2: CC1CCC2CC(C(=CC=CC=CC(CC(C(=O)C(C(C(=CC(C(=O)CC(OC(=O)C3CCCCN3C(=O)C(=O)C1(O2)O)C(C)CC4CCC(C(C4)OC)O)C)C)O)OC)C)C)C)OC. Cell line: OVCAR-4. Synergy scores: CSS=8.39, Synergy_ZIP=-9.32, Synergy_Bliss=-9.42, Synergy_Loewe=-12.3, Synergy_HSA=-6.58.